This data is from Reaction yield outcomes from USPTO patents with 853,638 reactions. The task is: Predict the reaction yield, written as a fraction of the theoretical maximum amount of product (1.0 means a 100% yield; for example, 0.34 means a 34% yield). (1) The reactants are [F:1][C:2]1[CH:3]=[C:4]([N:15]2[CH2:19][CH:18]([CH2:20][NH:21][C:22](=[O:24])[CH3:23])[O:17][C:16]2=[O:25])[CH:5]=[CH:6][C:7]=1[CH:8]1[CH2:13][CH2:12][CH:11]([OH:14])[CH2:10][CH2:9]1.[Cr](Cl)([O-])(=O)=O.[NH+]1C=CC=CC=1. The catalyst is ClCCl. The product is [F:1][C:2]1[CH:3]=[C:4]([N:15]2[CH2:19][CH:18]([CH2:20][NH:21][C:22](=[O:24])[CH3:23])[O:17][C:16]2=[O:25])[CH:5]=[CH:6][C:7]=1[CH:8]1[CH2:9][CH2:10][C:11](=[O:14])[CH2:12][CH2:13]1. The yield is 0.810. (2) The reactants are [NH2:1]C1C2C(=O)N(C3C=CC(C4C=NN(CCC(OCC)=O)C=4)=C(F)C=3)CCOC=2N=CN=1.Cl[C:34]1[C:39]2[C:40](=[O:68])[N:41]([C:45]3[CH:50]=[CH:49][C:48]([N:51]4[CH2:55][CH2:54][N:53]([CH2:56][C:57]([O:59]CC)=[O:58])[C:52]4=[O:62])=[C:47]([O:63][C:64]([F:67])([F:66])[F:65])[CH:46]=3)[CH2:42][CH2:43][O:44][C:38]=2[N:37]=[CH:36][N:35]=1.C([O-])([O-])=O.[Cs+].[Cs+]. The catalyst is C1C=CC(P(C2C=CC=CC=2)[C-]2C=CC=C2)=CC=1.C1C=CC(P(C2C=CC=CC=2)[C-]2C=CC=C2)=CC=1.Cl[Pd]Cl.[Fe+2].O1CCOCC1.O. The product is [NH2:1][C:34]1[C:39]2[C:40](=[O:68])[N:41]([C:45]3[CH:50]=[CH:49][C:48]([N:51]4[CH2:55][CH2:54][N:53]([CH2:56][C:57]([OH:59])=[O:58])[C:52]4=[O:62])=[C:47]([O:63][C:64]([F:66])([F:67])[F:65])[CH:46]=3)[CH2:42][CH2:43][O:44][C:38]=2[N:37]=[CH:36][N:35]=1. The yield is 0.0760. (3) The catalyst is CC#N.CN(C)C1C=CN=CC=1. The reactants are [NH2:1][C:2]1[CH:10]=[CH:9][CH:8]=[C:7]2[C:3]=1[C:4](=[O:24])[CH:5]([C:12](=[O:23])[C:13]1[CH:18]=[CH:17][C:16]([O:19][CH2:20][CH2:21][Cl:22])=[CH:15][CH:14]=1)[C:6]2=[O:11].[N+](C1C=CC([O:34][C:35](=O)[NH:36][N:37]2[CH2:42][CH2:41][O:40][CH2:39][CH2:38]2)=CC=1)([O-])=O. The product is [Cl:22][CH2:21][CH2:20][O:19][C:16]1[CH:17]=[CH:18][C:13]([C:12]([CH:5]2[C:4](=[O:24])[C:3]3[C:7](=[CH:8][CH:9]=[CH:10][C:2]=3[NH:1][C:35]([NH:36][N:37]3[CH2:42][CH2:41][O:40][CH2:39][CH2:38]3)=[O:34])[C:6]2=[O:11])=[O:23])=[CH:14][CH:15]=1. The yield is 0.820. (4) The reactants are Cl.NC1(C2C=CC(C3OC4N=C(NCC(NC)=O)N(C)C(=O)C=4C=3C3C=CC=CC=3)=CC=2)CCC1.[OH:36][C@H:37]([CH3:75])[CH2:38][NH:39][C:40]1[N:41]([CH3:74])[C:42](=[O:73])[C:43]2[C:48]([C:49]3[CH:54]=[CH:53][CH:52]=[CH:51][CH:50]=3)=[C:47]([C:55]3[CH:60]=[CH:59][C:58]([C:61]4([NH:65]C(=O)OC(C)(C)C)[CH2:64][CH2:63][CH2:62]4)=[CH:57][CH:56]=3)[O:46][C:44]=2[N:45]=1. No catalyst specified. The product is [NH2:65][C:61]1([C:58]2[CH:59]=[CH:60][C:55]([C:47]3[O:46][C:44]4[N:45]=[C:40]([NH:39][CH2:38][C@H:37]([OH:36])[CH3:75])[N:41]([CH3:74])[C:42](=[O:73])[C:43]=4[C:48]=3[C:49]3[CH:50]=[CH:51][CH:52]=[CH:53][CH:54]=3)=[CH:56][CH:57]=2)[CH2:62][CH2:63][CH2:64]1. The yield is 0.120. (5) The reactants are ClC1C=CC=C(C(OO)=[O:9])C=1.[CH3:12][C:13]1[CH:14]=[C:15]([NH:25][S:26]([C:29]2[CH:34]=[CH:33][CH:32]=[CH:31][CH:30]=2)(=[O:28])=[O:27])[CH:16]=[C:17]([CH3:24])[C:18]=1[S:19][CH2:20][N+:21]([O-:23])=[O:22].C(=O)(O)[O-].[Na+]. The catalyst is C(Cl)(Cl)Cl. The product is [CH3:12][C:13]1[CH:14]=[C:15]([NH:25][S:26]([C:29]2[CH:34]=[CH:33][CH:32]=[CH:31][CH:30]=2)(=[O:27])=[O:28])[CH:16]=[C:17]([CH3:24])[C:18]=1[S:19]([CH2:20][N+:21]([O-:23])=[O:22])=[O:9]. The yield is 0.420.